This data is from Full USPTO retrosynthesis dataset with 1.9M reactions from patents (1976-2016). The task is: Predict the reactants needed to synthesize the given product. Given the product [C:1]1([CH:16]([CH3:17])[C:15]([C:12]2[CH:13]=[CH:14][C:9]([CH3:8])=[CH:10][CH:11]=2)=[O:18])[CH:6]=[CH:5][CH:4]=[CH:3][CH:2]=1, predict the reactants needed to synthesize it. The reactants are: [C:1]1(Cl)[CH:6]=[CH:5][CH:4]=[CH:3][CH:2]=1.[CH3:8][C:9]1[CH:14]=[CH:13][C:12]([C:15](=[O:18])[CH2:16][CH3:17])=[CH:11][CH:10]=1.C(O[Na])(C)(C)C.